Dataset: Forward reaction prediction with 1.9M reactions from USPTO patents (1976-2016). Task: Predict the product of the given reaction. (1) Given the reactants [CH2:1]([CH:3]1[O:20][C:7]2([CH2:12][CH2:11][N:10](C(OC(C)(C)C)=O)[CH2:9][CH2:8]2)[CH2:6][N:5]([C:21]2[CH:26]=[CH:25][CH:24]=[CH:23][N:22]=2)[CH2:4]1)[CH3:2].Cl.O1CCOCC1, predict the reaction product. The product is: [CH2:1]([CH:3]1[O:20][C:7]2([CH2:12][CH2:11][NH:10][CH2:9][CH2:8]2)[CH2:6][N:5]([C:21]2[CH:26]=[CH:25][CH:24]=[CH:23][N:22]=2)[CH2:4]1)[CH3:2]. (2) Given the reactants C([O:3][C:4]([C:6]1[N:10]=[C:9]([C:11]2[CH:16]=[CH:15][C:14]([S:17]([CH3:20])(=[O:19])=[O:18])=[C:13]([F:21])[CH:12]=2)[O:8][N:7]=1)=[O:5])C.[Li+].[OH-], predict the reaction product. The product is: [F:21][C:13]1[CH:12]=[C:11]([C:9]2[O:8][N:7]=[C:6]([C:4]([OH:5])=[O:3])[N:10]=2)[CH:16]=[CH:15][C:14]=1[S:17]([CH3:20])(=[O:19])=[O:18]. (3) Given the reactants [NH2:1][C:2]1[N:7]=[C:6](Cl)[CH:5]=[CH:4][N:3]=1.[NH2:9][C:10]1[CH:15]=[CH:14][C:13]([S:16]([NH:19][C:20](=[O:22])[CH3:21])(=[O:18])=[O:17])=[CH:12][CH:11]=1.CCN(C(C)C)C(C)C, predict the reaction product. The product is: [NH2:1][C:2]1[N:7]=[C:6]([NH:9][C:10]2[CH:15]=[CH:14][C:13]([S:16]([NH:19][C:20](=[O:22])[CH3:21])(=[O:18])=[O:17])=[CH:12][CH:11]=2)[CH:5]=[CH:4][N:3]=1. (4) The product is: [C:30]([C:2]1[CH:3]=[CH:4][C:5]([C:8]([N:15]2[C:23]3[C:18](=[C:19]([NH:24][S:25]([CH3:28])(=[O:26])=[O:27])[CH:20]=[CH:21][CH:22]=3)[CH:17]=[N:16]2)([CH:11]([OH:14])[CH2:12][CH3:13])[CH2:9][CH3:10])=[CH:6][CH:7]=1)#[N:32]. Given the reactants Br[C:2]1[CH:7]=[CH:6][C:5]([C:8]([N:15]2[C:23]3[C:18](=[C:19]([NH:24][S:25]([CH3:28])(=[O:27])=[O:26])[CH:20]=[CH:21][CH:22]=3)[CH:17]=[N:16]2)([CH:11]([OH:14])[CH2:12][CH3:13])[CH2:9][CH3:10])=[CH:4][CH:3]=1.C[C:30]([N:32](C)C)=O, predict the reaction product. (5) Given the reactants [Cl-].[Ca+2].[Cl-].[BH4-].[Na+].C[O:7][C:8](=O)[CH2:9][N:10]1[C:14]2[CH:15]=[CH:16][CH:17]=[CH:18][C:13]=2[N:12]=[C:11]1[C:19]([N:21]([CH2:43][CH:44]([CH3:46])[CH3:45])[C@H:22]1[CH2:27][C@@H:26]([C:28]([N:30]2[CH2:35][CH2:34][O:33][CH2:32][CH2:31]2)=[O:29])[CH2:25][N:24]([C:36]([O:38][C:39]([CH3:42])([CH3:41])[CH3:40])=[O:37])[CH2:23]1)=[O:20], predict the reaction product. The product is: [OH:7][CH2:8][CH2:9][N:10]1[C:14]2[CH:15]=[CH:16][CH:17]=[CH:18][C:13]=2[N:12]=[C:11]1[C:19]([N:21]([CH2:43][CH:44]([CH3:46])[CH3:45])[C@H:22]1[CH2:27][C@@H:26]([C:28]([N:30]2[CH2:35][CH2:34][O:33][CH2:32][CH2:31]2)=[O:29])[CH2:25][N:24]([C:36]([O:38][C:39]([CH3:40])([CH3:41])[CH3:42])=[O:37])[CH2:23]1)=[O:20]. (6) The product is: [CH2:1]([O:5][CH2:6][CH2:7][O:8][C:9]1[CH:10]=[CH:11][C:12]([C:15]2[CH:16]=[CH:17][C:18]3[N:24]([C:25](=[O:30])[C:26]([F:28])([F:29])[F:27])[CH2:23][CH2:22][C:21]([C:31]([NH:33][C:34]4[CH:39]=[CH:38][C:37]([CH:40]([OH:48])[C:41]5[CH:46]=[C:45]([CH3:47])[CH:44]=[CH:43][N+:42]=5[O-:60])=[C:36]([O:49][CH3:50])[CH:35]=4)=[O:32])=[CH:20][C:19]=3[CH:51]=2)=[CH:13][CH:14]=1)[CH2:2][CH2:3][CH3:4]. Given the reactants [CH2:1]([O:5][CH2:6][CH2:7][O:8][C:9]1[CH:14]=[CH:13][C:12]([C:15]2[CH:16]=[CH:17][C:18]3[N:24]([C:25](=[O:30])[C:26]([F:29])([F:28])[F:27])[CH2:23][CH2:22][C:21]([C:31]([NH:33][C:34]4[CH:39]=[CH:38][C:37]([CH:40]([OH:48])[C:41]5[CH:46]=[C:45]([CH3:47])[CH:44]=[CH:43][N:42]=5)=[C:36]([O:49][CH3:50])[CH:35]=4)=[O:32])=[CH:20][C:19]=3[CH:51]=2)=[CH:11][CH:10]=1)[CH2:2][CH2:3][CH3:4].ClC1C=CC=C(C(OO)=[O:60])C=1.S([O-])([O-])(=O)=S.[Na+].[Na+], predict the reaction product.